Dataset: Reaction yield outcomes from USPTO patents with 853,638 reactions. Task: Predict the reaction yield, written as a fraction of the theoretical maximum amount of product (1.0 means a 100% yield; for example, 0.34 means a 34% yield). (1) The reactants are C([O:3][C:4](=O)/[CH:5]=[CH:6]/[C:7]1[CH:12]=[CH:11][C:10]([C:13]([F:16])([F:15])[F:14])=[CH:9][CH:8]=1)C.[H-].C([Al+]CC(C)C)C(C)C.O.[OH-].[Na+]. The catalyst is C1(C)C=CC=CC=1. The product is [F:14][C:13]([F:15])([F:16])[C:10]1[CH:9]=[CH:8][C:7](/[CH:6]=[CH:5]/[CH2:4][OH:3])=[CH:12][CH:11]=1. The yield is 0.960. (2) The reactants are [Br:1][C:2]1[CH:3]=[C:4]([NH:13][CH:14]2[CH2:19][CH2:18][O:17][CH2:16][CH2:15]2)[C:5]([CH3:12])=[C:6]([CH:11]=1)[C:7]([O:9][CH3:10])=[O:8].[CH:20](=O)[CH3:21].C(O)(=O)C.C(O[BH-](OC(=O)C)OC(=O)C)(=O)C.[Na+].C(=O)(O)[O-].[Na+]. The catalyst is ClC(Cl)C. The product is [Br:1][C:2]1[CH:3]=[C:4]([N:13]([CH2:20][CH3:21])[CH:14]2[CH2:19][CH2:18][O:17][CH2:16][CH2:15]2)[C:5]([CH3:12])=[C:6]([CH:11]=1)[C:7]([O:9][CH3:10])=[O:8]. The yield is 0.930.